From a dataset of Forward reaction prediction with 1.9M reactions from USPTO patents (1976-2016). Predict the product of the given reaction. (1) Given the reactants [CH2:1]([OH:34])[C@H:2]1[O:7][C@H:6]([O:8][C@H:9]2[C@H:14]([OH:15])[C@@H:13]([OH:16])[C@@H:12]([O:17][C@H]3[C@H](O)[C@@H](O)[C@@H](O)O[C@@H]3CO)[O:11][C@@H:10]2[CH2:29][OH:30])[C@H:5]([OH:31])[C@@H:4]([OH:32])[C@@H:3]1[OH:33], predict the reaction product. The product is: [CH2:1]([OH:34])[C@H:2]1[O:7][C@H:6]([O:8][C@H:9]2[C@H:14]([OH:15])[C@@H:13]([OH:16])[C@H:12]([OH:17])[O:11][C@@H:10]2[CH2:29][OH:30])[C@H:5]([OH:31])[C@@H:4]([OH:32])[C@@H:3]1[OH:33]. (2) Given the reactants Cl[C:2]1[CH:7]=[CH:6][N:5]=[C:4]2[NH:8][CH:9]=[CH:10][C:3]=12.[Cl:11][C:12]1[CH:17]=[C:16]([N+:18]([O-:20])=[O:19])[CH:15]=[CH:14][C:13]=1[OH:21].C1(OC2C=CC=CC=2)C=CC=CC=1.C(=O)([O-])[O-].[Na+].[Na+], predict the reaction product. The product is: [Cl:11][C:12]1[CH:17]=[C:16]([N+:18]([O-:20])=[O:19])[CH:15]=[CH:14][C:13]=1[O:21][C:2]1[CH:7]=[CH:6][N:5]=[C:4]2[NH:8][CH:9]=[CH:10][C:3]=12.